Dataset: Peptide-MHC class II binding affinity with 134,281 pairs from IEDB. Task: Regression. Given a peptide amino acid sequence and an MHC pseudo amino acid sequence, predict their binding affinity value. This is MHC class II binding data. (1) The peptide sequence is LDIYQKLYIKQEEQK. The MHC is DRB1_1302 with pseudo-sequence DRB1_1302. The binding affinity (normalized) is 0.226. (2) The peptide sequence is IAATAANAAPTNDKF. The MHC is DRB1_1302 with pseudo-sequence DRB1_1302. The binding affinity (normalized) is 0.309. (3) The peptide sequence is NRASLMQLISTNVFG. The MHC is DRB4_0101 with pseudo-sequence DRB4_0103. The binding affinity (normalized) is 0.194. (4) The peptide sequence is TPEGIIPALFEPERE. The MHC is DRB1_0404 with pseudo-sequence DRB1_0404. The binding affinity (normalized) is 0.100.